Dataset: Peptide-MHC class I binding affinity with 185,985 pairs from IEDB/IMGT. Task: Regression. Given a peptide amino acid sequence and an MHC pseudo amino acid sequence, predict their binding affinity value. This is MHC class I binding data. The peptide sequence is WVKKGGHVTL. The MHC is HLA-A02:03 with pseudo-sequence HLA-A02:03. The binding affinity (normalized) is 0.273.